This data is from Catalyst prediction with 721,799 reactions and 888 catalyst types from USPTO. The task is: Predict which catalyst facilitates the given reaction. Reactant: [CH2:1]([O:8][NH:9][C@H:10]1[CH2:15][N:14]([C:16]([O:18][C:19]([CH3:22])([CH3:21])[CH3:20])=[O:17])[C@H:13]([C:23]([OH:25])=O)[CH2:12][CH2:11]1)[C:2]1[CH:7]=[CH:6][CH:5]=[CH:4][CH:3]=1.Cl.C(N=C=NCCCN(C)C)C.[C:38]([C:42]1[CH:47]=[CH:46][C:45]([SH:48])=[CH:44][CH:43]=1)([CH3:41])([CH3:40])[CH3:39]. Product: [CH2:1]([O:8][NH:9][C@H:10]1[CH2:15][N:14]([C:16]([O:18][C:19]([CH3:20])([CH3:21])[CH3:22])=[O:17])[C@H:13]([C:23]([S:48][C:45]2[CH:46]=[CH:47][C:42]([C:38]([CH3:41])([CH3:40])[CH3:39])=[CH:43][CH:44]=2)=[O:25])[CH2:12][CH2:11]1)[C:2]1[CH:7]=[CH:6][CH:5]=[CH:4][CH:3]=1. The catalyst class is: 96.